Dataset: Reaction yield outcomes from USPTO patents with 853,638 reactions. Task: Predict the reaction yield, written as a fraction of the theoretical maximum amount of product (1.0 means a 100% yield; for example, 0.34 means a 34% yield). (1) The reactants are [CH3:1][C:2]1[CH:7]=[CH:6][C:5]([S:8]([O:11][CH2:12][C@H:13]2[CH:22]=[CH:21][C:20]3[C:15](=[C:16]([C:24]4[CH:29]=[CH:28][CH:27]=[CH:26][C:25]=4[Cl:30])[C:17]([F:23])=[CH:18][CH:19]=3)[O:14]2)(=[O:10])=[O:9])=[CH:4][CH:3]=1. The catalyst is C(O)C.C(OCC)(=O)C.[Pt](=O)=O. The product is [CH3:1][C:2]1[CH:3]=[CH:4][C:5]([S:8]([O:11][CH2:12][C@H:13]2[CH2:22][CH2:21][C:20]3[C:15](=[C:16]([C:24]4[CH:29]=[CH:28][CH:27]=[CH:26][C:25]=4[Cl:30])[C:17]([F:23])=[CH:18][CH:19]=3)[O:14]2)(=[O:10])=[O:9])=[CH:6][CH:7]=1. The yield is 1.00. (2) The reactants are Cl.[CH3:2][O:3][NH:4]OOC.[CH3:8]CN(C(C)C)C(C)C.[CH:17]1([C:21]([OH:23])=O)[CH2:20][CH2:19][CH2:18]1.C(Cl)CCl. The catalyst is C(Cl)Cl. The product is [CH3:2][O:3][N:4]([CH3:8])[C:21]([CH:17]1[CH2:20][CH2:19][CH2:18]1)=[O:23]. The yield is 0.670. (3) The reactants are [C:1](=[O:4])([O-])[O-].[CH3:5][O:6][C:7]1[C:18]([N+:19]([O-:21])=[O:20])=[CH:17][C:10]2[NH:11][C:12](=[O:16])[CH2:13][NH:14][CH2:15][C:9]=2[CH:8]=1.[C:22](O)(=O)[CH3:23].C(O[BH-](OC(=O)C)OC(=O)C)(=O)C.[Na+]. The catalyst is C(O)(C(F)(F)F)=O.O.C(O)C. The product is [CH3:5][O:6][C:7]1[C:18]([N+:19]([O-:21])=[O:20])=[CH:17][C:10]2[NH:11][C:12](=[O:16])[CH2:13][N:14]([CH2:22][CH2:23][O:4][CH3:1])[CH2:15][C:9]=2[CH:8]=1. The yield is 0.380. (4) The reactants are [CH3:1][C:2]1[N:6]=[C:5]([NH:7][C:8](=[O:15])OCC(Cl)(Cl)Cl)[S:4][N:3]=1.[C:16]1([C:22]2[N:26]=[C:25]([N:27]3[CH2:32][CH2:31][NH:30][CH2:29][CH2:28]3)[S:24][N:23]=2)[CH:21]=[CH:20][CH:19]=[CH:18][CH:17]=1.C(N(C(C)C)CC)(C)C.O. The catalyst is CS(C)=O. The product is [CH3:1][C:2]1[N:6]=[C:5]([NH:7][C:8]([N:30]2[CH2:31][CH2:32][N:27]([C:25]3[S:24][N:23]=[C:22]([C:16]4[CH:21]=[CH:20][CH:19]=[CH:18][CH:17]=4)[N:26]=3)[CH2:28][CH2:29]2)=[O:15])[S:4][N:3]=1. The yield is 0.368. (5) The reactants are Cl[C:2]1[N:7]=[C:6]([NH:8][C:9](=[O:11])[CH3:10])[CH:5]=[CH:4][C:3]=1[C:12]1[CH:13]=[CH:14][C:15]2[N:16]([C:18]([C:21]#[N:22])=[CH:19][N:20]=2)[CH:17]=1.[CH3:23][C:24]1[CH:29]=[CH:28][CH:27]=[C:26]([Sn](CCCC)(CCCC)CCCC)[N:25]=1. No catalyst specified. The product is [C:21]([C:18]1[N:16]2[CH:17]=[C:12]([C:3]3[C:2]([C:26]4[CH:27]=[CH:28][CH:29]=[C:24]([CH3:23])[N:25]=4)=[N:7][C:6]([NH:8][C:9](=[O:11])[CH3:10])=[CH:5][CH:4]=3)[CH:13]=[CH:14][C:15]2=[N:20][CH:19]=1)#[N:22]. The yield is 0.188. (6) The reactants are [Br:1][C:2]1[CH:3]=[C:4]([N:8]2[C:12]3=[N:13][CH:14]=[C:15]([C:17]4[CH:21]=[CH:20][N:19]([CH3:22])[N:18]=4)[CH:16]=[C:11]3[C:10]([C:23](O)=[O:24])=[N:9]2)[CH:5]=[CH:6][CH:7]=1.[Cl-].[NH4+:27]. No catalyst specified. The product is [Br:1][C:2]1[CH:3]=[C:4]([N:8]2[C:12]3=[N:13][CH:14]=[C:15]([C:17]4[CH:21]=[CH:20][N:19]([CH3:22])[N:18]=4)[CH:16]=[C:11]3[C:10]([C:23]([NH2:27])=[O:24])=[N:9]2)[CH:5]=[CH:6][CH:7]=1. The yield is 0.460. (7) The reactants are [NH2:1][C:2]1[CH:7]=[CH:6][C:5]([OH:8])=[CH:4][CH:3]=1.CC(C)([O-])C.[K+].Cl[C:16]1[CH:21]=[CH:20][N:19]=[C:18]([C:22](=[O:32])[NH:23][CH2:24][CH2:25][N:26]2[CH2:31][CH2:30][O:29][CH2:28][CH2:27]2)[CH:17]=1.C([O-])([O-])=O.[K+].[K+]. The product is [N:26]1([CH2:25][CH2:24][NH:23][C:22]([C:18]2([O:8][C:5]3[CH:6]=[CH:7][C:2]([NH2:1])=[CH:3][CH:4]=3)[CH:17]=[CH:16][CH:21]=[CH:20][NH:19]2)=[O:32])[CH2:31][CH2:30][O:29][CH2:28][CH2:27]1. The yield is 0.650. The catalyst is CN(C=O)C.